Task: Predict the reactants needed to synthesize the given product.. Dataset: Full USPTO retrosynthesis dataset with 1.9M reactions from patents (1976-2016) (1) The reactants are: [F:1][C:2]1[CH:10]=[CH:9][CH:8]=[CH:7][C:3]=1[C:4]([OH:6])=O.CN(C(ON1N=NC2C=CC=NC1=2)=[N+](C)C)C.F[P-](F)(F)(F)(F)F.C(N(C(C)C)C(C)C)C.[O:44]1[CH2:49][CH2:48][O:47][CH2:46][CH:45]1[C:50]1[C:58]2[S:57][C:56]([NH2:59])=[N:55][C:54]=2[C:53]([O:60][CH3:61])=[CH:52][CH:51]=1. Given the product [O:44]1[CH2:49][CH2:48][O:47][CH2:46][CH:45]1[C:50]1[C:58]2[S:57][C:56]([NH:59][C:4](=[O:6])[C:3]3[CH:7]=[CH:8][CH:9]=[CH:10][C:2]=3[F:1])=[N:55][C:54]=2[C:53]([O:60][CH3:61])=[CH:52][CH:51]=1, predict the reactants needed to synthesize it. (2) Given the product [I:1][C:2]1[O:3][C:4]([C:10]2[CH:15]=[CH:14][C:13]([O:16][CH3:17])=[CH:12][CH:11]=2)=[C:5]([C:7]([NH2:25])=[O:8])[N:6]=1, predict the reactants needed to synthesize it. The reactants are: [I:1][C:2]1[O:3][C:4]([C:10]2[CH:15]=[CH:14][C:13]([O:16][CH3:17])=[CH:12][CH:11]=2)=[C:5]([C:7](O)=[O:8])[N:6]=1.O.OC1C2N=N[NH:25]C=2C=CC=1.N.O1CCOCC1.Cl.CN(C)CCCN=C=NCC.